From a dataset of Full USPTO retrosynthesis dataset with 1.9M reactions from patents (1976-2016). Predict the reactants needed to synthesize the given product. (1) Given the product [Cl:11][C:9]1[CH:8]=[CH:7][N:6]=[C:5]2[N:4]([S:12]([C:15]3[CH:20]=[CH:19][CH:18]=[CH:17][CH:16]=3)(=[O:14])=[O:13])[CH:3]=[C:2]([C:22]#[N:23])[C:10]=12, predict the reactants needed to synthesize it. The reactants are: Br[C:2]1[C:10]2[C:5](=[N:6][CH:7]=[CH:8][C:9]=2[Cl:11])[N:4]([S:12]([C:15]2[CH:20]=[CH:19][CH:18]=[CH:17][CH:16]=2)(=[O:14])=[O:13])[CH:3]=1.O.[CH3:22][N:23]1CCN(C)C1=O. (2) Given the product [Cl:11][C:8]1[CH:9]=[C:10]2[C:2]([B:25]3[O:26][C:27]([CH3:29])([CH3:28])[C:23]([CH3:39])([CH3:22])[O:24]3)=[CH:3][N:4]([S:12]([C:15]3[CH:21]=[CH:20][C:18]([CH3:19])=[CH:17][CH:16]=3)(=[O:14])=[O:13])[C:5]2=[N:6][CH:7]=1, predict the reactants needed to synthesize it. The reactants are: Br[C:2]1[C:10]2[C:5](=[N:6][CH:7]=[C:8]([Cl:11])[CH:9]=2)[N:4]([S:12]([C:15]2[CH:21]=[CH:20][C:18]([CH3:19])=[CH:17][CH:16]=2)(=[O:14])=[O:13])[CH:3]=1.[CH3:22][C:23]1([CH3:39])[C:27]([CH3:29])([CH3:28])[O:26][B:25]([B:25]2[O:26][C:27]([CH3:29])([CH3:28])[C:23]([CH3:39])([CH3:22])[O:24]2)[O:24]1.C(O[K])(C)=O. (3) Given the product [Cl:1][C:2]1[C:3]([F:29])=[C:4]([CH:26]=[CH:27][CH:28]=1)[NH:5][C:6]1[C:15]2[C:10](=[CH:11][C:12]([O:24][CH3:25])=[C:13]([O:16][CH2:17][CH:18]3[CH2:19][CH2:20][N:21]([CH2:37][C:38]#[N:39])[CH2:22][CH2:23]3)[CH:14]=2)[N:9]=[CH:8][N:43]=1, predict the reactants needed to synthesize it. The reactants are: [Cl:1][C:2]1[C:3]([F:29])=[C:4]([CH:26]=[CH:27][CH:28]=1)[NH:5][C:6]1[C:15]2[C:10](=[CH:11][C:12]([O:24][CH3:25])=[C:13]([O:16][CH2:17][CH:18]3[CH2:23][CH2:22][NH:21][CH2:20][CH2:19]3)[CH:14]=2)[N:9]=[CH:8]C=1.C(=O)([O-])[O-].[K+].[K+].Cl[CH2:37][C:38]#[N:39].CC([N:43](C)C)=O. (4) Given the product [C:1]([O:5][C:6]([CH:8]1[CH2:14][CH2:13][C:12]2[CH:15]=[CH:16][C:17]([O:19][CH3:20])=[CH:18][C:11]=2[N:10]([CH2:29][C:30]#[N:31])[C:9]1=[O:21])=[O:7])([CH3:4])([CH3:3])[CH3:2], predict the reactants needed to synthesize it. The reactants are: [C:1]([O:5][C:6]([CH:8]1[CH2:14][CH2:13][C:12]2[CH:15]=[CH:16][C:17]([O:19][CH3:20])=[CH:18][C:11]=2[NH:10][C:9]1=[O:21])=[O:7])([CH3:4])([CH3:3])[CH3:2].C(=O)([O-])[O-].[Cs+].[Cs+].I[CH2:29][C:30]#[N:31].O. (5) Given the product [CH3:13][C:14]1[O:18][N:17]=[C:16]([C:19]2[N:24]=[CH:23][C:22]([O:25][C:26]3[CH:27]=[C:28]([CH2:41][N:42]4[CH2:46][CH2:45][CH2:44][C:43]4=[O:47])[C:29]([NH:32][C:33]([C:35]4[CH:40]=[CH:39][CH:38]=[CH:37][N:36]=4)=[O:34])=[C:30]([N+:1]([O-:4])=[O:2])[CH:31]=3)=[CH:21][CH:20]=2)[N:15]=1, predict the reactants needed to synthesize it. The reactants are: [N+:1]([O-:4])([O-])=[O:2].[K+].FC(F)(F)C(O)=O.[CH3:13][C:14]1[O:18][N:17]=[C:16]([C:19]2[N:24]=[CH:23][C:22]([O:25][C:26]3[CH:31]=[CH:30][C:29]([NH:32][C:33]([C:35]4[CH:40]=[CH:39][CH:38]=[CH:37][N:36]=4)=[O:34])=[C:28]([CH2:41][N:42]4[CH2:46][CH2:45][CH2:44][C:43]4=[O:47])[CH:27]=3)=[CH:21][CH:20]=2)[N:15]=1. (6) Given the product [F:17][C:2]1[C:11]2[C:6](=[CH:7][CH:8]=[C:9]([F:12])[CH:10]=2)[C:5]([O:13][CH:14]2[CH2:16][CH2:15]2)=[CH:4][N:3]=1, predict the reactants needed to synthesize it. The reactants are: Cl[C:2]1[C:11]2[C:6](=[CH:7][CH:8]=[C:9]([F:12])[CH:10]=2)[C:5]([O:13][CH:14]2[CH2:16][CH2:15]2)=[CH:4][N:3]=1.[F-:17].[Cs+]. (7) Given the product [CH3:11][O:10][C:9]1[CH:8]=[CH:7][CH:6]=[C:5]2[C:4]=1[C:3](=[O:14])[N:40]([CH2:39][CH2:38][C:29]1[CH:30]=[CH:31][C:32]3[C:37](=[CH:36][CH:35]=[CH:34][CH:33]=3)[N:28]=1)[CH2:12]2, predict the reactants needed to synthesize it. The reactants are: CO[C:3](=[O:14])[C:4]1[C:9]([O:10][CH3:11])=[CH:8][CH:7]=[CH:6][C:5]=1[CH2:12]Br.COC(=O)C1C(Br)=CC=CC=1CBr.[N:28]1[C:37]2[C:32](=[CH:33][CH:34]=[CH:35][CH:36]=2)[CH:31]=[CH:30][C:29]=1[CH2:38][CH2:39][NH2:40]. (8) Given the product [CH3:1][O:4][C:5]1[N:6]=[C:7]([NH:12][C:13](=[O:15])[CH3:14])[CH:8]=[CH:9][C:10]=1[CH3:11], predict the reactants needed to synthesize it. The reactants are: [C:1]([O:4][C:5]1[C:10]([CH3:11])=[CH:9][CH:8]=[C:7]([NH:12][C:13](=[O:15])[CH3:14])[N:6]=1)(=O)C.IC. (9) The reactants are: Cl[CH2:2][C:3]1[CH:4]=[N:5][C:6]([C:9]2[CH:14]=[CH:13][C:12]([S:15]([CH3:18])(=[O:17])=[O:16])=[CH:11][CH:10]=2)=[N:7][CH:8]=1.[NH2:19][CH:20]1[CH2:25][CH2:24][N:23]([C:26]([O:28][C:29]([CH3:32])([CH3:31])[CH3:30])=[O:27])[CH2:22][CH2:21]1.C(N(CC)C(C)C)(C)C. Given the product [CH3:18][S:15]([C:12]1[CH:13]=[CH:14][C:9]([C:6]2[N:5]=[CH:4][C:3]([CH2:2][NH:19][CH:20]3[CH2:21][CH2:22][N:23]([C:26]([O:28][C:29]([CH3:32])([CH3:31])[CH3:30])=[O:27])[CH2:24][CH2:25]3)=[CH:8][N:7]=2)=[CH:10][CH:11]=1)(=[O:17])=[O:16], predict the reactants needed to synthesize it.